Dataset: Retrosynthesis with 50K atom-mapped reactions and 10 reaction types from USPTO. Task: Predict the reactants needed to synthesize the given product. (1) The reactants are: CC(C)(C(=O)O)c1ccc(Br)cn1.NC1CCCCC1. Given the product CC(C)(C(=O)NC1CCCCC1)c1ccc(Br)cn1, predict the reactants needed to synthesize it. (2) Given the product OCCCNc1nc2cc(OC(F)(F)F)ccc2n2c(Br)cnc12, predict the reactants needed to synthesize it. The reactants are: FC(F)(F)Oc1ccc2c(c1)nc(Cl)c1ncc(Br)n12.NCCCO. (3) Given the product CN(C)C(=O)c1ccccc1OCc1ccccc1, predict the reactants needed to synthesize it. The reactants are: CN(C)C(=O)c1ccccc1O.ClCc1ccccc1. (4) Given the product CC(C)(C#N)OC(=O)Cl, predict the reactants needed to synthesize it. The reactants are: CC(C)(O)C#N.O=C(Cl)Cl.